This data is from Reaction yield outcomes from USPTO patents with 853,638 reactions. The task is: Predict the reaction yield, written as a fraction of the theoretical maximum amount of product (1.0 means a 100% yield; for example, 0.34 means a 34% yield). The reactants are [F:1][C:2]1[CH:32]=[CH:31][C:5]([CH2:6][NH:7][C:8]([C:10]2[N:15]=[C:14]([CH3:16])[N:13]=[C:12]([C:17]3[CH2:21][CH:20]([C:22]4[CH:30]=[CH:29][C:25]([C:26]([OH:28])=O)=[CH:24][CH:23]=4)[O:19][N:18]=3)[CH:11]=2)=[O:9])=[CH:4][C:3]=1[O:33][CH3:34].C[N:36](C(ON1N=NC2C=CC=NC1=2)=[N+](C)C)C.F[P-](F)(F)(F)(F)F.CCN(C(C)C)C(C)C.N. The yield is 0.500. The product is [C:26]([C:25]1[CH:29]=[CH:30][C:22]([CH:20]2[O:19][N:18]=[C:17]([C:12]3[N:13]=[C:14]([CH3:16])[N:15]=[C:10]([C:8]([NH:7][CH2:6][C:5]4[CH:31]=[CH:32][C:2]([F:1])=[C:3]([O:33][CH3:34])[CH:4]=4)=[O:9])[CH:11]=3)[CH2:21]2)=[CH:23][CH:24]=1)(=[O:28])[NH2:36]. The catalyst is CN(C=O)C.